Dataset: Full USPTO retrosynthesis dataset with 1.9M reactions from patents (1976-2016). Task: Predict the reactants needed to synthesize the given product. Given the product [C:42]([NH:1][C:2]1[CH:7]=[C:6]([O:8][C:9]2[CH:10]=[CH:11][C:12]([NH:15][C:16]([C:18]3[C:19](=[O:33])[N:20]([C:27]4[CH:28]=[CH:29][CH:30]=[CH:31][CH:32]=4)[N:21]4[CH2:26][CH2:25][O:24][CH2:23][C:22]=34)=[O:17])=[N:13][CH:14]=2)[CH:5]=[CH:4][N:3]=1)(=[O:43])[CH3:41], predict the reactants needed to synthesize it. The reactants are: [NH2:1][C:2]1[CH:7]=[C:6]([O:8][C:9]2[CH:10]=[CH:11][C:12]([NH:15][C:16]([C:18]3[C:19](=[O:33])[N:20]([C:27]4[CH:32]=[CH:31][CH:30]=[CH:29][CH:28]=4)[N:21]4[CH2:26][CH2:25][O:24][CH2:23][C:22]=34)=[O:17])=[N:13][CH:14]=2)[CH:5]=[CH:4][N:3]=1.CCN(CC)CC.[CH3:41][C:42](OC(C)=O)=[O:43].